This data is from Catalyst prediction with 721,799 reactions and 888 catalyst types from USPTO. The task is: Predict which catalyst facilitates the given reaction. (1) Reactant: [OH:1][C@H:2]([CH2:16][CH2:17][CH2:18][CH2:19][CH2:20][CH3:21])[CH2:3]/[CH:4]=[CH:5]\[CH2:6][CH2:7][CH2:8][CH2:9][CH2:10][CH2:11][CH2:12][C:13]([OH:15])=O.CN(C(ON1N=NC2C=CC=NC1=2)=[N+](C)C)C.F[P-](F)(F)(F)(F)F.[CH:46]1[C:51]([OH:52])=[CH:50][C:49]2[C:53]([CH2:56][CH2:57][NH2:58])=[CH:54][NH:55][C:48]=2[CH:47]=1.Cl.O. Product: [OH:1][C@@H:2]([CH2:16][CH2:17][CH2:18][CH2:19][CH2:20][CH3:21])[CH2:3]/[CH:4]=[CH:5]\[CH2:6][CH2:7][CH2:8][CH2:9][CH2:10][CH2:11][CH2:12][C:13]([NH:58][CH2:57][CH2:56][C:53]1[C:49]2[C:48](=[CH:47][CH:46]=[C:51]([OH:52])[CH:50]=2)[NH:55][CH:54]=1)=[O:15]. The catalyst class is: 17. (2) Product: [CH3:1][O:2][C:3]([C:5]1[S:6][C:7]([C:18]#[C:19][C:20]([CH3:23])([CH3:22])[CH3:21])=[CH:8][C:9]=1[N:10]([C:33](=[O:34])[C:32]1[CH:36]=[CH:37][C:38]([CH3:40])=[CH:39][C:31]=1[CH3:30])[CH:11]1[CH2:16][CH2:15][C:14](=[O:17])[CH2:13][CH2:12]1)=[O:4]. The catalyst class is: 260. Reactant: [CH3:1][O:2][C:3]([C:5]1[S:6][C:7]([C:18]#[C:19][C:20]([CH3:23])([CH3:22])[CH3:21])=[CH:8][C:9]=1[NH:10][CH:11]1[CH2:16][CH2:15][C:14](=[O:17])[CH2:13][CH2:12]1)=[O:4].N1C=CC=CC=1.[CH3:30][C:31]1[CH:39]=[C:38]([CH3:40])[CH:37]=[CH:36][C:32]=1[C:33](Cl)=[O:34]. (3) Reactant: Br[C:2]1[CH:3]=[C:4]2[C:8](=[CH:9][CH:10]=1)[NH:7][C:6](=[O:11])[C:5]2([O:15][CH3:16])[C:12]#[C:13][CH3:14].[Cl:17][C:18]1[CH:19]=[C:20](B(O)O)[CH:21]=[CH:22][CH:23]=1.C(=O)([O-])[O-].[Na+].[Na+]. Product: [Cl:17][C:18]1[CH:23]=[C:22]([C:2]2[CH:3]=[C:4]3[C:8](=[CH:9][CH:10]=2)[NH:7][C:6](=[O:11])[C:5]3([O:15][CH3:16])[C:12]#[C:13][CH3:14])[CH:21]=[CH:20][CH:19]=1. The catalyst class is: 437. (4) Reactant: [NH2:1][C:2]1[CH:9]=[CH:8][C:5]([C:6]#[N:7])=[CH:4][CH:3]=1.[CH:10]1[CH2:14][CH:13]=[CH:12][CH:11]=1.[C:15]([O:19][C:20](=[O:28])[NH:21][CH2:22][C:23]([CH3:27])([CH3:26])[CH:24]=O)([CH3:18])([CH3:17])[CH3:16].FC(F)(F)C(O)=O. Product: [C:15]([O:19][C:20](=[O:28])[NH:21][CH2:22][C:23]([C@@H:27]1[C@@H:12]2[CH:13]=[CH:14][CH2:10][C@@H:11]2[C:3]2[CH:4]=[C:5]([C:6]#[N:7])[CH:8]=[CH:9][C:2]=2[NH:1]1)([CH3:26])[CH3:24])([CH3:18])([CH3:17])[CH3:16]. The catalyst class is: 10.